From a dataset of Peptide-MHC class II binding affinity with 134,281 pairs from IEDB. Regression. Given a peptide amino acid sequence and an MHC pseudo amino acid sequence, predict their binding affinity value. This is MHC class II binding data. The peptide sequence is KEKVYLSWVPAHKGIGGNE. The MHC is DRB1_1001 with pseudo-sequence DRB1_1001. The binding affinity (normalized) is 0.677.